From a dataset of Catalyst prediction with 721,799 reactions and 888 catalyst types from USPTO. Predict which catalyst facilitates the given reaction. (1) Reactant: Cl.Cl.[N:3]1[C:11]2[CH:10]=[CH:9][N:8]=[CH:7][C:6]=2[O:5][C:4]=1[NH:12][CH:13]1[CH2:18][CH2:17][NH:16][CH2:15][CH2:14]1.[F:19][CH2:20][CH2:21][O:22][C:23]1[CH:24]=[C:25]([CH:28]=[CH:29][C:30]=1[O:31][CH3:32])[CH:26]=O.C([BH3-])#N.[Na+].C(N(C(C)C)C(C)C)C. Product: [F:19][CH2:20][CH2:21][O:22][C:23]1[CH:24]=[C:25]([CH:28]=[CH:29][C:30]=1[O:31][CH3:32])[CH2:26][N:16]1[CH2:17][CH2:18][CH:13]([NH:12][C:4]2[O:5][C:6]3[CH:7]=[N:8][CH:9]=[CH:10][C:11]=3[N:3]=2)[CH2:14][CH2:15]1. The catalyst class is: 212. (2) Reactant: CC(C)([O-])C.[K+].[CH2:7]([C:9]1[CH:14]=[C:13]([CH3:15])[CH:12]=[C:11]([CH2:16][CH3:17])[C:10]=1[CH2:18][C:19]([N:21]([CH3:32])[N:22]=[C:23]([N:29]([CH3:31])[CH3:30])[C:24](OCC)=[O:25])=[O:20])[CH3:8]. Product: [CH2:7]([C:9]1[CH:14]=[C:13]([CH3:15])[CH:12]=[C:11]([CH2:16][CH3:17])[C:10]=1[C:18]1[C:19](=[O:20])[N:21]([CH3:32])[N:22]=[C:23]([N:29]([CH3:31])[CH3:30])[C:24]=1[OH:25])[CH3:8]. The catalyst class is: 20. (3) Reactant: [Br:1][C:2]1[C:7]([CH3:8])=[CH:6][C:5]([N:9]([CH2:17][C:18]2[CH:23]=[CH:22][C:21]([O:24][CH3:25])=[CH:20][CH:19]=2)[CH2:10][CH2:11][CH2:12][CH2:13][C:14]([OH:16])=[O:15])=[C:4]([CH:26]=[O:27])[CH:3]=1.[C:28](=O)([O-])[O-].[K+].[K+].IC.O. Product: [Br:1][C:2]1[C:7]([CH3:8])=[CH:6][C:5]([N:9]([CH2:17][C:18]2[CH:23]=[CH:22][C:21]([O:24][CH3:25])=[CH:20][CH:19]=2)[CH2:10][CH2:11][CH2:12][CH2:13][C:14]([O:16][CH3:28])=[O:15])=[C:4]([CH:26]=[O:27])[CH:3]=1. The catalyst class is: 3. (4) Reactant: [F:1][C:2]1[C:3]([C:9]2[N:13]([CH:14]3[CH2:19][CH2:18][O:17][CH2:16][CH2:15]3)[C:12]([CH3:20])=[N:11][CH:10]=2)=[N:4][C:5]([NH2:8])=[N:6][CH:7]=1.Br[C:22]1[CH:27]=[CH:26][C:25]([CH:28]([N:30]2[CH2:35][CH2:34][O:33][CH2:32][CH2:31]2)[CH3:29])=[CH:24][CH:23]=1.CC(C1C=C(C(C)C)C(C2C=CC=CC=2P(C2CCCCC2)C2CCCCC2)=C(C(C)C)C=1)C.C([O-])([O-])=O.[Cs+].[Cs+]. Product: [F:1][C:2]1[C:3]([C:9]2[N:13]([CH:14]3[CH2:19][CH2:18][O:17][CH2:16][CH2:15]3)[C:12]([CH3:20])=[N:11][CH:10]=2)=[N:4][C:5]([NH:8][C:22]2[CH:23]=[CH:24][C:25]([CH:28]([N:30]3[CH2:31][CH2:32][O:33][CH2:34][CH2:35]3)[CH3:29])=[CH:26][CH:27]=2)=[N:6][CH:7]=1. The catalyst class is: 62. (5) Reactant: [CH2:1]([C@@H:8]([C@@H:15]([OH:22])[C:16]([O:18]C(C)C)=[O:17])[C:9]([O:11]C(C)C)=[O:10])[C:2]1[CH:7]=[CH:6][CH:5]=[CH:4][CH:3]=1.[OH-].[K+]. Product: [CH2:1]([C@H:8]([C@H:15]([OH:22])[C:16]([OH:18])=[O:17])[C:9]([OH:11])=[O:10])[C:2]1[CH:3]=[CH:4][CH:5]=[CH:6][CH:7]=1. The catalyst class is: 20. (6) Reactant: [C:1]([C:5]1[S:9]/[C:8](=[N:10]\[C:11](=[O:21])[C:12]2[CH:17]=[C:16]([Cl:18])[CH:15]=[CH:14][C:13]=2[O:19][CH3:20])/[N:7]([CH2:22][CH2:23][OH:24])[CH:6]=1)([CH3:4])([CH3:3])[CH3:2].ClC(Cl)(Cl)[C:27]([N:29]=C=O)=[O:28].C(=O)([O-])[O-].[K+].[K+]. Product: [C:27](=[O:28])([O:24][CH2:23][CH2:22][N:7]1[CH:6]=[C:5]([C:1]([CH3:4])([CH3:2])[CH3:3])[S:9]/[C:8]/1=[N:10]\[C:11](=[O:21])[C:12]1[CH:17]=[C:16]([Cl:18])[CH:15]=[CH:14][C:13]=1[O:19][CH3:20])[NH2:29]. The catalyst class is: 34. (7) Reactant: [NH2:1][C:2]1[N:10]=[CH:9][CH:8]=[CH:7][C:3]=1[C:4]([OH:6])=[O:5].CO[CH:13](OC)[CH2:14]Br. Product: [N:1]1[CH:13]=[CH:14][N:10]2[CH:9]=[CH:8][CH:7]=[C:3]([C:4]([OH:6])=[O:5])[C:2]=12. The catalyst class is: 10.